This data is from Full USPTO retrosynthesis dataset with 1.9M reactions from patents (1976-2016). The task is: Predict the reactants needed to synthesize the given product. (1) Given the product [F:50][C:51]1[CH:52]=[C:53]([C:58]([NH:61][C:32](=[O:34])[C:31](=[CH:35][C:36]2[CH:41]=[CH:40][C:39]([N:42]3[CH:46]=[C:45]([CH3:47])[N:44]=[CH:43]3)=[C:38]([O:48][CH3:49])[CH:37]=2)[CH2:30][CH2:29][CH2:28][Cl:27])([CH3:60])[CH3:59])[CH:54]=[C:21]([F:26])[CH:22]=1, predict the reactants needed to synthesize it. The reactants are: C(N(C(C)C)CC)(C)C.C1C=CC2N(O)N=NC=2C=1.F[C:21]([F:26])(F)[C:22](O)=O.[Cl:27][CH2:28][CH2:29][CH2:30][C:31](=[CH:35][C:36]1[CH:41]=[CH:40][C:39]([N:42]2[CH:46]=[C:45]([CH3:47])[N:44]=[CH:43]2)=[C:38]([O:48][CH3:49])[CH:37]=1)[C:32]([OH:34])=O.[F:50][C:51]1[CH:52]=[C:53]([C:58]([NH2:61])([CH3:60])[CH3:59])[CH:54]=CC=1F. (2) Given the product [S:1]1[CH:5]=[CH:4][CH:3]=[C:2]1[CH:6]=[N:8][C:9]1[CH:10]=[C:11]2[C:19]([C:18]3[CH:17]=[CH:16][C:15]([N:22]=[CH:3][C:2]4[S:1][CH:5]=[CH:23][CH:25]=4)=[CH:14][C:13]=3[CH2:12]2)=[CH:20][CH:21]=1, predict the reactants needed to synthesize it. The reactants are: [S:1]1[CH:5]=[CH:4][CH:3]=[C:2]1[CH:6]=O.[NH2:8][C:9]1[CH:21]=[CH:20][C:19]2[C:18]3[C:13](=[CH:14][C:15]([NH2:22])=[CH:16][CH:17]=3)[CH2:12][C:11]=2[CH:10]=1.[C:23](O)([C:25](F)(F)F)=O. (3) Given the product [NH4+:3].[CH3:1][C:2]1[N:6]2[C:7]3[CH:13]=[C:12]([CH3:14])[N:11]([CH2:15][C:16]4[CH:17]=[C:18]([CH:23]=[CH:24][CH:25]=4)[C:19]([O-:21])=[O:20])[C:8]=3[CH:9]=[CH:10][C:5]2=[N:4][N:3]=1, predict the reactants needed to synthesize it. The reactants are: [CH3:1][C:2]1[N:6]2[C:7]3[CH:13]=[C:12]([CH3:14])[N:11]([CH2:15][C:16]4[CH:17]=[C:18]([CH:23]=[CH:24][CH:25]=4)[C:19]([O:21]C)=[O:20])[C:8]=3[CH:9]=[CH:10][C:5]2=[N:4][N:3]=1.[Li+].[OH-].O[Li].O. (4) Given the product [F:1][C:2]1[CH:3]=[CH:4][C:5]([CH:8]([OH:24])[CH:9]([CH2:15][C:16]2[CH:17]=[CH:18][C:19]([O:22][CH3:23])=[CH:20][CH:21]=2)[C:10]([OH:12])=[O:11])=[CH:6][CH:7]=1, predict the reactants needed to synthesize it. The reactants are: [F:1][C:2]1[CH:7]=[CH:6][C:5]([CH:8]([OH:24])[CH:9]([CH2:15][C:16]2[CH:21]=[CH:20][C:19]([O:22][CH3:23])=[CH:18][CH:17]=2)[C:10]([O:12]CC)=[O:11])=[CH:4][CH:3]=1.[H-].[Na+].Cl.O. (5) Given the product [C:3]1([CH:13]([CH3:14])[CH:15]=[CH2:16])[CH:8]=[CH:7][CH:6]=[CH:5][CH:4]=1, predict the reactants needed to synthesize it. The reactants are: C=C[C:3]1[CH:8]=[CH:7][CH:6]=[CH:5][CH:4]=1.[Cl-].C([Al+][CH2:13][CH3:14])C.[CH2:15]=[CH2:16]. (6) Given the product [Br:1][C:2]1[CH:3]=[CH:4][C:5]([C:8]([NH:12][CH3:11])=[O:10])=[N:6][CH:7]=1, predict the reactants needed to synthesize it. The reactants are: [Br:1][C:2]1[CH:3]=[CH:4][C:5]([C:8]([OH:10])=O)=[N:6][CH:7]=1.[CH3:11][N:12](C(ON1N=NC2C=CC=NC1=2)=[N+](C)C)C.F[P-](F)(F)(F)(F)F.CCN(C(C)C)C(C)C.Cl.CN. (7) The reactants are: [F:1][C:2]1[CH:3]=[C:4]2[C:8](=[C:9]([N+:11]([O-:13])=[O:12])[CH:10]=1)[NH:7]C(=O)[C:5]2=[O:15].[OH:16]O.Cl. Given the product [NH2:7][C:8]1[C:9]([N+:11]([O-:13])=[O:12])=[CH:10][C:2]([F:1])=[CH:3][C:4]=1[C:5]([OH:15])=[O:16], predict the reactants needed to synthesize it. (8) Given the product [CH3:19][O:18][C:15]1[CH:14]=[CH:13][C:12]([CH2:11][N:6]2[C:7]3[C:3](=[C:2]([N:24]4[CH:28]=[C:27]([C:29]5[CH:30]=[N:31][CH:32]=[CH:33][CH:34]=5)[N:26]=[CH:25]4)[CH:10]=[CH:9][CH:8]=3)[CH:4]=[N:5]2)=[CH:17][CH:16]=1, predict the reactants needed to synthesize it. The reactants are: Br[C:2]1[CH:10]=[CH:9][CH:8]=[C:7]2[C:3]=1[C:4](C(C)C)=[N:5][N:6]2[CH2:11][C:12]1[CH:17]=[CH:16][C:15]([O:18][CH3:19])=[CH:14][CH:13]=1.Cl.[NH:24]1[CH:28]=[C:27]([C:29]2[CH:30]=[N:31][CH:32]=[CH:33][CH:34]=2)[N:26]=[CH:25]1.N1C2C(=CC=CC=2O)C=CC=1.C(=O)([O-])[O-].[Cs+].[Cs+].